This data is from Reaction yield outcomes from USPTO patents with 853,638 reactions. The task is: Predict the reaction yield, written as a fraction of the theoretical maximum amount of product (1.0 means a 100% yield; for example, 0.34 means a 34% yield). (1) The catalyst is O. The product is [N+:16](/[CH:19]=[CH:12]/[C:11]1[CH:14]=[CH:15][C:8]([O:7][C:2]2[CH:3]=[CH:4][CH:5]=[CH:6][N:1]=2)=[CH:9][CH:10]=1)([O-:18])=[O:17]. The reactants are [N:1]1[CH:6]=[CH:5][CH:4]=[CH:3][C:2]=1[O:7][C:8]1[CH:15]=[CH:14][C:11]([CH:12]=O)=[CH:10][CH:9]=1.[N+:16]([CH3:19])([O-:18])=[O:17].C([O-])(=O)C.[NH4+].C(O)(=O)C. The yield is 0.870. (2) The reactants are [Cl:1][C:2]1[C:3]([O:12][CH2:13][CH2:14][C:15]2[C:16]([O:23][CH:24]([CH3:26])[CH3:25])=[N:17][N:18]([CH2:20][CH2:21][OH:22])[CH:19]=2)=[N:4][CH:5]=[C:6]([C:8]([F:11])([F:10])[F:9])[CH:7]=1.O[C:28]1[C:33]([O:34][CH3:35])=[CH:32][CH:31]=[CH:30][C:29]=1[CH2:36][CH2:37][C:38]([O:40]CC)=[O:39].C(P(CCCC)CCCC)CCC.N(C(N1CCCCC1)=O)=NC(N1CCCCC1)=O.O1CCCC1CO.[OH-].[Na+].Cl. The catalyst is O1CCCC1. The product is [Cl:1][C:2]1[C:3]([O:12][CH2:13][CH2:14][C:15]2[C:16]([O:23][CH:24]([CH3:26])[CH3:25])=[N:17][N:18]([CH2:20][CH2:21][O:22][C:28]3[C:33]([O:34][CH3:35])=[CH:32][CH:31]=[CH:30][C:29]=3[CH2:36][CH2:37][C:38]([OH:40])=[O:39])[CH:19]=2)=[N:4][CH:5]=[C:6]([C:8]([F:11])([F:10])[F:9])[CH:7]=1. The yield is 0.470. (3) The reactants are [Li+].[BH4-].[CH2:3]([O:10][N:11]1[C:17](=[O:18])[N:16]2[CH2:19][C@H:12]1[CH2:13][CH2:14][C@H:15]2[C:20](OCC)=[O:21])[C:4]1[CH:9]=[CH:8][CH:7]=[CH:6][CH:5]=1. The catalyst is CO. The product is [CH2:3]([O:10][N:11]1[C:17](=[O:18])[N:16]2[CH2:19][C@H:12]1[CH2:13][CH2:14][C@H:15]2[CH2:20][OH:21])[C:4]1[CH:5]=[CH:6][CH:7]=[CH:8][CH:9]=1. The yield is 0.880. (4) The reactants are [Br:1][C:2]1[CH:11]=[CH:10][C:5]([C:6]([O:8][CH3:9])=[O:7])=[CH:4][C:3]=1[OH:12]. The catalyst is CC(C)CO. The product is [Br:1][C:2]1[CH:11]=[CH:10][C:5]([C:6]([O:8][CH3:9])=[O:7])=[CH:4][C:3]=1[O:12][CH2:4][CH:5]([CH3:10])[CH3:6]. The yield is 0.940. (5) The reactants are [CH3:1][S:2]([N:5]1[CH2:10][CH2:9][CH2:8][CH2:7][CH:6]1[CH:11]=[CH2:12])(=[O:4])=[O:3].ClC1C=CC=C(C(OO)=[O:21])C=1. The catalyst is C(Cl)Cl. The product is [CH3:1][S:2]([N:5]1[CH2:10][CH2:9][CH2:8][CH2:7][CH:6]1[CH:11]1[CH2:12][O:21]1)(=[O:4])=[O:3]. The yield is 0.310. (6) The reactants are [CH3:1][O:2][C:3]1[C:4]([CH3:32])=[C:5]([C:23]([O:30][CH3:31])=[C:24]([O:28][CH3:29])[C:25]=1[O:26][CH3:27])[CH2:6][C:7]1[CH:8]=[CH:9][C:10]([C:17]2[CH:22]=[CH:21][CH:20]=[CH:19][CH:18]=2)=[C:11]([CH:16]=1)[C:12]([O:14]C)=[O:13]. The catalyst is [OH-].[Na+].O1CCOCC1.O. The product is [CH3:1][O:2][C:3]1[C:4]([CH3:32])=[C:5]([C:23]([O:30][CH3:31])=[C:24]([O:28][CH3:29])[C:25]=1[O:26][CH3:27])[CH2:6][C:7]1[CH:8]=[CH:9][C:10]([C:17]2[CH:22]=[CH:21][CH:20]=[CH:19][CH:18]=2)=[C:11]([CH:16]=1)[C:12]([OH:14])=[O:13]. The yield is 0.980.